This data is from Peptide-MHC class II binding affinity with 134,281 pairs from IEDB. The task is: Regression. Given a peptide amino acid sequence and an MHC pseudo amino acid sequence, predict their binding affinity value. This is MHC class II binding data. The peptide sequence is NFRFMSKGGMRNVFD. The MHC is HLA-DPA10301-DPB10402 with pseudo-sequence HLA-DPA10301-DPB10402. The binding affinity (normalized) is 0.183.